Dataset: Catalyst prediction with 721,799 reactions and 888 catalyst types from USPTO. Task: Predict which catalyst facilitates the given reaction. (1) Reactant: C(OC([NH:8][C@@H:9]([CH2:13][CH2:14][CH2:15][CH2:16][NH:17][C:18](=[O:60])[CH2:19][CH2:20][S:21][CH2:22][C:23]1[CH:28]=[CH:27][CH:26]=[C:25]([C:29](=[O:59])[NH:30][C:31]2[CH:36]=[CH:35][C:34]([N:37]3[CH2:42][CH2:41][CH2:40][CH2:39][CH2:38]3)=[CH:33][C:32]=2[C:43]([NH:45]/[N:46]=[CH:47]/[C:48]2[CH:53]=[CH:52][C:51]([Cl:54])=[C:50]([C:55]([F:58])([F:57])[F:56])[CH:49]=2)=[O:44])[CH:24]=1)[C:10]([OH:12])=[O:11])=O)(C)(C)C.FC(F)(F)C(O)=O. Product: [NH2:8][C@@H:9]([CH2:13][CH2:14][CH2:15][CH2:16][NH:17][C:18](=[O:60])[CH2:19][CH2:20][S:21][CH2:22][C:23]1[CH:28]=[CH:27][CH:26]=[C:25]([C:29](=[O:59])[NH:30][C:31]2[CH:36]=[CH:35][C:34]([N:37]3[CH2:42][CH2:41][CH2:40][CH2:39][CH2:38]3)=[CH:33][C:32]=2[C:43]([NH:45]/[N:46]=[CH:47]/[C:48]2[CH:53]=[CH:52][C:51]([Cl:54])=[C:50]([C:55]([F:56])([F:58])[F:57])[CH:49]=2)=[O:44])[CH:24]=1)[C:10]([OH:12])=[O:11]. The catalyst class is: 68. (2) Reactant: FC(F)(F)[C:3](O)=[O:4].C(OC([N:15]1[CH2:20][CH2:19][C:18]([NH:39]C(OC(C)(C)C)=O)([C:21](=[O:38])[NH:22][C:23]2[CH:28]=[CH:27][CH:26]=[C:25]([C:29]3[O:30][C:31]4[CH:37]=[CH:36][CH:35]=[CH:34][C:32]=4[N:33]=3)[CH:24]=2)[CH2:17][CH2:16]1)=O)(C)(C)C. Product: [NH3:15].[CH3:3][OH:4].[O:30]1[C:31]2[CH:37]=[CH:36][CH:35]=[CH:34][C:32]=2[N:33]=[C:29]1[C:25]1[CH:24]=[C:23]([NH:22][C:21]([C:18]2([NH2:39])[CH2:19][CH2:20][NH:15][CH2:16][CH2:17]2)=[O:38])[CH:28]=[CH:27][CH:26]=1. The catalyst class is: 4. (3) Reactant: [C:1]([Si:5]([CH3:26])([CH3:25])[O:6][C@@H:7]1[CH2:11][C:10](=[O:12])[C:9]([CH2:13]/[CH:14]=[CH:15]\[CH2:16][CH2:17][CH2:18][C:19]([O:21][CH:22]([CH3:24])[CH3:23])=[O:20])=[CH:8]1)([CH3:4])([CH3:3])[CH3:2].[C:27]1(/[CH:33]=[CH:34]/B(O)O)[CH:32]=[CH:31][CH:30]=[CH:29][CH:28]=1. Product: [C:1]([Si:5]([CH3:25])([CH3:26])[O:6][C@@H:7]1[CH2:11][C:10](=[O:12])[CH:9]([CH2:13]/[CH:14]=[CH:15]\[CH2:16][CH2:17][CH2:18][C:19]([O:21][CH:22]([CH3:23])[CH3:24])=[O:20])[C@H:8]1[CH:34]=[CH:33][C:27]1[CH:32]=[CH:31][CH:30]=[CH:29][CH:28]=1)([CH3:3])([CH3:4])[CH3:2]. The catalyst class is: 5. (4) Reactant: C1(P(C2CCCCC2)C2C=CC=CC=2C2C(C(C)C)=CC(C(C)C)=CC=2C(C)C)CCCCC1.[O:35]1[CH2:40][CH2:39][N:38]([C:41]2[C:46]([NH2:47])=[CH:45][C:44]([N:48]3[CH2:53][CH2:52][O:51][CH2:50][CH2:49]3)=[CH:43][N:42]=2)[CH2:37][CH2:36]1.Cl[C:55]1[C:64]2[C:59](=[CH:60][C:61]([F:66])=[CH:62][C:63]=2[F:65])[N:58]=[C:57]([C:67]2[CH:72]=[CH:71][N:70]=[C:69]([CH3:73])[CH:68]=2)[C:56]=1[CH3:74].CC(C)([O-])C.[Na+]. Product: [O:35]1[CH2:40][CH2:39][N:38]([C:41]2[C:46]([NH:47][C:55]3[C:64]4[C:59](=[CH:60][C:61]([F:66])=[CH:62][C:63]=4[F:65])[N:58]=[C:57]([C:67]4[CH:72]=[CH:71][N:70]=[C:69]([CH3:73])[CH:68]=4)[C:56]=3[CH3:74])=[CH:45][C:44]([N:48]3[CH2:49][CH2:50][O:51][CH2:52][CH2:53]3)=[CH:43][N:42]=2)[CH2:37][CH2:36]1. The catalyst class is: 101. (5) Reactant: [Cl:1][C:2]1[CH:7]=[CH:6][C:5]([C:8]2[CH2:14][CH:13]3[NH:15][CH:10]([CH2:11][CH2:12]3)[CH:9]=2)=[CH:4][CH:3]=1.C(N(CC)CC)C.[F:23][C:24]([F:37])([F:36])[C:25]([NH:27][CH2:28][CH2:29][CH2:30]OS(C)(=O)=O)=[O:26]. Product: [Cl:1][C:2]1[CH:3]=[CH:4][C:5]([C:8]2[CH2:9][CH:10]3[N:15]([CH2:30][CH2:29][CH2:28][NH:27][C:25](=[O:26])[C:24]([F:37])([F:36])[F:23])[CH:13]([CH2:12][CH2:11]3)[CH:14]=2)=[CH:6][CH:7]=1. The catalyst class is: 8. (6) Reactant: Br[C:2]1[N:3]=[CH:4][C:5]2[N:11]=[CH:10][C:9]([C:12]([NH:14][CH2:15][C:16]3[CH:21]=[CH:20][C:19]([Cl:22])=[CH:18][CH:17]=3)=[O:13])=[C:8]([OH:23])[C:6]=2[N:7]=1.C(N(CC)CC)C.[CH2:31]([OH:34])[C:32]#[CH:33].[NH4+].[Cl-]. Product: [Cl:22][C:19]1[CH:20]=[CH:21][C:16]([CH2:15][NH:14][C:12]([C:9]2[CH:10]=[N:11][C:5]3[CH:4]=[N:3][C:2]([C:33]#[C:32][CH2:31][OH:34])=[N:7][C:6]=3[C:8]=2[OH:23])=[O:13])=[CH:17][CH:18]=1. The catalyst class is: 233.